From a dataset of Reaction yield outcomes from USPTO patents with 853,638 reactions. Predict the reaction yield, written as a fraction of the theoretical maximum amount of product (1.0 means a 100% yield; for example, 0.34 means a 34% yield). (1) The reactants are FC(F)(F)S(O[C:7]1[CH:8]=[C:9]2[C@@:20]3([CH2:24][O:23][C:22]([NH2:25])=[N:21]3)[C:19]3[C:14](=[N:15][CH:16]=[C:17]([C:26]4[CH:31]=[CH:30][C:29]([CH3:32])=[CH:28][CH:27]=4)[CH:18]=3)[O:13][C:10]2=[CH:11][CH:12]=1)(=O)=O.[F:35][C:36]1[C:41](B(O)O)=[CH:40][CH:39]=[CH:38][N:37]=1.C(=O)([O-])[O-].[K+].[K+]. The catalyst is C1C=CC([P]([Pd]([P](C2C=CC=CC=2)(C2C=CC=CC=2)C2C=CC=CC=2)([P](C2C=CC=CC=2)(C2C=CC=CC=2)C2C=CC=CC=2)[P](C2C=CC=CC=2)(C2C=CC=CC=2)C2C=CC=CC=2)(C2C=CC=CC=2)C2C=CC=CC=2)=CC=1. The product is [F:35][C:36]1[C:41]([C:7]2[CH:8]=[C:9]3[C@@:20]4([CH2:24][O:23][C:22]([NH2:25])=[N:21]4)[C:19]4[C:14](=[N:15][CH:16]=[C:17]([C:26]5[CH:31]=[CH:30][C:29]([CH3:32])=[CH:28][CH:27]=5)[CH:18]=4)[O:13][C:10]3=[CH:11][CH:12]=2)=[CH:40][CH:39]=[CH:38][N:37]=1. The yield is 0.736. (2) The yield is 0.819. The reactants are [F:1][C:2]1[C:3]([Cl:12])=[C:4](Br)[C:5](Cl)=[C:6]([F:9])[C:7]=1[Cl:8].[Mg].[C:14]([Cl:17])(=O)[CH3:15].S(=O)(=O)(O)[OH:19]. The product is [F:9][C:6]1[CH:5]=[C:4]([C:15](=[O:19])[CH2:14][Cl:17])[C:3]([Cl:12])=[C:2]([F:1])[C:7]=1[Cl:8]. The catalyst is C1COCC1.C1(C)C=CC=CC=1. (3) The reactants are [Cl:1][C:2]1[CH:23]=[CH:22][C:5]([CH2:6][NH:7][C:8]([C:10]2[C:15](=[O:16])[N:14]3[CH:17]=[C:18](I)[CH:19]=[CH:20][C:13]3=[N:12][CH:11]=2)=[O:9])=[CH:4][CH:3]=1.CCN(CC)CC.[CH2:31]([OH:34])[C:32]#[CH:33]. The catalyst is CN(C=O)C.Cl[Pd](Cl)([P](C1C=CC=CC=1)(C1C=CC=CC=1)C1C=CC=CC=1)[P](C1C=CC=CC=1)(C1C=CC=CC=1)C1C=CC=CC=1. The product is [Cl:1][C:2]1[CH:23]=[CH:22][C:5]([CH2:6][NH:7][C:8]([C:10]2[C:15](=[O:16])[N:14]3[CH:17]=[C:18]([C:33]#[C:32][CH2:31][OH:34])[CH:19]=[CH:20][C:13]3=[N:12][CH:11]=2)=[O:9])=[CH:4][CH:3]=1. The yield is 0.580.